From a dataset of Full USPTO retrosynthesis dataset with 1.9M reactions from patents (1976-2016). Predict the reactants needed to synthesize the given product. Given the product [ClH:1].[Cl:1][C:2]1[CH:3]=[CH:4][C:5]([O:26][CH2:27][CH:28]([CH3:29])[CH3:30])=[C:6]([CH2:8][N:9]2[C:13]([CH3:14])=[CH:12][C:11]([C:15]([NH:17][C:18]3[CH:19]=[CH:20][C:21]([CH2:24][N:31]4[CH2:36][CH2:35][CH2:34][CH2:33][CH2:32]4)=[CH:22][CH:23]=3)=[O:16])=[N:10]2)[CH:7]=1, predict the reactants needed to synthesize it. The reactants are: [Cl:1][C:2]1[CH:3]=[CH:4][C:5]([O:26][CH2:27][CH:28]([CH3:30])[CH3:29])=[C:6]([CH2:8][N:9]2[C:13]([CH3:14])=[CH:12][C:11]([C:15]([NH:17][C:18]3[CH:23]=[CH:22][C:21]([CH:24]=O)=[CH:20][CH:19]=3)=[O:16])=[N:10]2)[CH:7]=1.[NH:31]1[CH2:36][CH2:35][CH2:34][CH2:33][CH2:32]1.C(O[BH-](OC(=O)C)OC(=O)C)(=O)C.[Na+].C(O)(=O)C.